Dataset: Forward reaction prediction with 1.9M reactions from USPTO patents (1976-2016). Task: Predict the product of the given reaction. (1) Given the reactants [Br-].[C:2]([CH2:5][CH2:6][CH2:7][N+:8]1[C:16]2[C:11](=[CH:12][CH:13]=[CH:14][CH:15]=2)[C:10]([CH3:18])([CH3:17])[C:9]=1[CH3:19])([OH:4])=[O:3].C([O-])([O-])=O.[K+].[K+].[CH2:26]([Br:29])[CH:27]=[CH2:28], predict the reaction product. The product is: [Br-:29].[CH2:28]([O:3][C:2](=[O:4])[CH2:5][CH2:6][CH2:7][N+:8]1[C:16]2[C:11](=[CH:12][CH:13]=[CH:14][CH:15]=2)[C:10]([CH3:18])([CH3:17])[C:9]=1[CH3:19])[CH:27]=[CH2:26]. (2) Given the reactants [Cl:1][C:2]1[CH:7]=[CH:6][C:5]([CH2:8][C:9]([NH:11][C:12]2[CH:13]=[N:14][CH:15]=[C:16]([C:18]([C:20]3[C:28]4[CH:27]=[N:26][CH:25]=[N:24][C:23]=4[NH:22][CH:21]=3)=[O:19])[CH:17]=2)=[O:10])=[CH:4][CH:3]=1.C([O-])([O-])=O.[Cs+].[Cs+].Br[CH2:36][C:37]([O:39][CH3:40])=[O:38], predict the reaction product. The product is: [Cl:1][C:2]1[CH:7]=[CH:6][C:5]([CH2:8][C:9]([NH:11][C:12]2[CH:17]=[C:16]([C:18]([C:20]3[C:28]4[CH:27]=[N:26][CH:25]=[N:24][C:23]=4[N:22]([CH2:36][C:37]([O:39][CH3:40])=[O:38])[CH:21]=3)=[O:19])[CH:15]=[N:14][CH:13]=2)=[O:10])=[CH:4][CH:3]=1. (3) Given the reactants [Cl:1][C:2]1[CH:3]=[C:4](/[CH:8]=[CH:9]/[C:10]([N:12]2[CH2:18][CH2:17][C:16](=[O:19])[N:15]([CH2:20][CH:21](OCC)[O:22]CC)[CH2:14][CH2:13]2)=[O:11])[CH:5]=[CH:6][CH:7]=1.C(O)=O.O, predict the reaction product. The product is: [Cl:1][C:2]1[CH:3]=[C:4](/[CH:8]=[CH:9]/[C:10]([N:12]2[CH2:18][CH2:17][C:16](=[O:19])[N:15]([CH2:20][CH:21]=[O:22])[CH2:14][CH2:13]2)=[O:11])[CH:5]=[CH:6][CH:7]=1. (4) Given the reactants [NH2:1][C:2]1[N:7]([C:8]2[CH:13]=[CH:12][CH:11]=[C:10]([O:14][C:15]([F:18])([F:17])[F:16])[CH:9]=2)[C:6](=[S:19])[NH:5][C:4](=[O:20])[CH:3]=1.[N:21]([O-])=[O:22].[Na+], predict the reaction product. The product is: [NH2:1][C:2]1[N:7]([C:8]2[CH:13]=[CH:12][CH:11]=[C:10]([O:14][C:15]([F:16])([F:18])[F:17])[CH:9]=2)[C:6](=[S:19])[NH:5][C:4](=[O:20])[C:3]=1[N:21]=[O:22].